This data is from Reaction yield outcomes from USPTO patents with 853,638 reactions. The task is: Predict the reaction yield, written as a fraction of the theoretical maximum amount of product (1.0 means a 100% yield; for example, 0.34 means a 34% yield). (1) The reactants are [Cl:1][C:2]1[CH:3]=[N:4][C:5]2[C:6](=[O:12])[NH:7][CH:8]=[CH:9][C:10]=2[CH:11]=1.CO.C(#N)C.F[B-](F)(F)F.ClC[N+]12CC[N+](F)(CC1)CC2.[F:34][B-](F)(F)F.CCO[C:42](C)=[O:43]. The catalyst is O. The product is [Cl:1][C:2]1[CH:3]=[N:4][C:5]2[C:6](=[O:12])[NH:7][CH:8]([O:43][CH3:42])[CH:9]([F:34])[C:10]=2[CH:11]=1. The yield is 0.800. (2) The reactants are [CH3:1][N:2]1[CH:6]=[C:5]([C:7]2[CH:12]=C(C#N)[CH:10]=[CH:9][N:8]=2)[N:4]=[CH:3]1.[OH-:15].[Na+].[CH3:17][CH2:18][OH:19]. No catalyst specified. The product is [CH3:1][N:2]1[CH:6]=[C:5]([C:7]2[CH:12]=[C:17]([C:18]([OH:15])=[O:19])[CH:10]=[CH:9][N:8]=2)[N:4]=[CH:3]1. The yield is 0.400. (3) The reactants are [Br:1][C:2]1[CH:3]=[CH:4][C:5](F)=[C:6]([C:8]([C:10]2([OH:18])[CH2:15][CH2:14][CH:13]([O:16][CH3:17])[CH2:12][CH2:11]2)=[O:9])[CH:7]=1.CC(C)([O-])C.[K+]. The catalyst is C1COCC1. The product is [Br:1][C:2]1[CH:3]=[CH:4][C:5]2[O:18][C:10]3([CH2:15][CH2:14][CH:13]([O:16][CH3:17])[CH2:12][CH2:11]3)[C:8](=[O:9])[C:6]=2[CH:7]=1. The yield is 0.390. (4) The reactants are [CH3:1][C:2]([CH3:5])([O-])[CH3:3].[K+].C(C1[CH:11]=[C:12]2[C:17](=[CH:18][CH:19]=1)[CH:16]=[C:15]([C:20]([O:22][CH3:23])=[O:21])[CH:14]=[CH:13]2)(=O)C. The catalyst is [Br-].C[P+](C1C=CC=CC=1)(C1C=CC=CC=1)C1C=CC=CC=1.C1COCC1. The product is [CH2:1]=[C:2]([C:5]1[CH:11]=[C:12]2[C:17](=[CH:18][CH:19]=1)[CH:16]=[C:15]([C:20]([O:22][CH3:23])=[O:21])[CH:14]=[CH:13]2)[CH3:3]. The yield is 0.880. (5) The reactants are [Br:1][C:2]1[C:3]([OH:17])=[C:4]2[C:9](=[CH:10][CH:11]=1)[NH:8][C:7](=[O:12])[CH:6]=[C:5]2[C:13]([F:16])([F:15])[F:14].[F-].[Cs+].[CH2:20](Br)[C:21]1[CH:26]=[CH:25][CH:24]=[CH:23][CH:22]=1.OS([O-])(=O)=O.[Na+]. The catalyst is CN(C=O)C. The product is [CH2:20]([O:17][C:3]1[C:2]([Br:1])=[CH:11][CH:10]=[C:9]2[C:4]=1[C:5]([C:13]([F:16])([F:15])[F:14])=[CH:6][C:7](=[O:12])[NH:8]2)[C:21]1[CH:26]=[CH:25][CH:24]=[CH:23][CH:22]=1. The yield is 0.600. (6) The reactants are [NH2:1][C:2]1[C:7]([N+:8]([O-:10])=[O:9])=[CH:6][C:5]([CH3:11])=[C:4]([Cl:12])[CH:3]=1.CN(C=O)C.[H-].[Na+].[H][H].Br[CH2:23][CH2:24][CH2:25][CH2:26][CH2:27][CH2:28][C:29]([O:31][CH2:32][CH3:33])=[O:30]. No catalyst specified. The product is [Cl:12][C:4]1[C:5]([CH3:11])=[CH:6][C:7]([N+:8]([O-:10])=[O:9])=[C:2]([NH:1][CH2:23][CH2:24][CH2:25][CH2:26][CH2:27][CH2:28][C:29]([O:31][CH2:32][CH3:33])=[O:30])[CH:3]=1. The yield is 0.650.